Dataset: Experimentally validated miRNA-target interactions with 360,000+ pairs, plus equal number of negative samples. Task: Binary Classification. Given a miRNA mature sequence and a target amino acid sequence, predict their likelihood of interaction. The miRNA is hsa-miR-579-5p with sequence UCGCGGUUUGUGCCAGAUGACG. The protein sequence of the target gene is MSSPPEGKLETKAGHPPAVKAGGMRIVQKHPHTGDTKEEKDKDDQEWESPSPPKPTVFISGVIARGDKDFPPAAAQVAHQKPHASMDKHPSPRTQHIQQPRK. Result: 0 (no interaction).